Dataset: Reaction yield outcomes from USPTO patents with 853,638 reactions. Task: Predict the reaction yield, written as a fraction of the theoretical maximum amount of product (1.0 means a 100% yield; for example, 0.34 means a 34% yield). (1) The reactants are [CH3:1][C:2]1[CH:3]=[C:4]([CH:26]=O)[N:5]2[C:10]3[CH:11]=[CH:12][CH:13]=[CH:14][C:9]=3[O:8][C:7]3([CH2:19][CH2:18][N:17]([C:20](=[O:25])[C:21]([F:24])([F:23])[F:22])[CH2:16][CH2:15]3)[C:6]=12.Cl.[NH2:29]O.C([O-])(=O)C.[Na+].CC(OC(C)=O)=O.C([O-])(O)=O.[Na+]. The catalyst is C(O)C.O. The product is [CH3:1][C:2]1[CH:3]=[C:4]([C:26]#[N:29])[N:5]2[C:6]=1[C:7]1([CH2:15][CH2:16][N:17]([C:20](=[O:25])[C:21]([F:24])([F:22])[F:23])[CH2:18][CH2:19]1)[O:8][C:9]1[CH:14]=[CH:13][CH:12]=[CH:11][C:10]2=1. The yield is 0.400. (2) The reactants are [CH2:1](O)[CH2:2][CH2:3][CH3:4].N=C=N.[C:9]([C:17]1[CH:22]=[CH:21][CH:20]=[CH:19][C:18]=1[NH:23][C@@H:24]([CH2:28][C:29]1[CH:34]=[CH:33][C:32]([C:35]2[CH:40]=[CH:39][CH:38]=[C:37]([N:41]([CH3:52])[C:42]([NH:44][CH2:45][CH2:46][CH2:47][CH2:48][CH2:49][CH2:50][CH3:51])=[O:43])[CH:36]=2)=[CH:31][CH:30]=1)[C:25]([OH:27])=[O:26])(=[O:16])[C:10]1[CH:15]=[CH:14][CH:13]=[CH:12][CH:11]=1. The catalyst is CN(C1C=CN=CC=1)C.C(Cl)Cl. The product is [C:9]([C:17]1[CH:22]=[CH:21][CH:20]=[CH:19][C:18]=1[NH:23][C@@H:24]([CH2:28][C:29]1[CH:34]=[CH:33][C:32]([C:35]2[CH:40]=[CH:39][CH:38]=[C:37]([N:41]([CH3:52])[C:42]([NH:44][CH2:45][CH2:46][CH2:47][CH2:48][CH2:49][CH2:50][CH3:51])=[O:43])[CH:36]=2)=[CH:31][CH:30]=1)[C:25]([O:27][CH2:1][CH2:2][CH2:3][CH3:4])=[O:26])(=[O:16])[C:10]1[CH:15]=[CH:14][CH:13]=[CH:12][CH:11]=1. The yield is 0.200. (3) The reactants are [C:1]1([As](C2C=CC=CC=2)C2C=CC=CC=2)C=CC=CC=1.FC(F)(F)S(O[C:26]1[CH2:30][C@@H:29]([CH2:31][O:32][Si:33]([C:36]([CH3:39])([CH3:38])[CH3:37])([CH3:35])[CH3:34])[N:28]([C:40](=[O:63])[C:41]2[CH:46]=[C:45]([O:47][CH3:48])[C:44]([O:49][Si:50]([CH:57]([CH3:59])[CH3:58])([CH:54]([CH3:56])[CH3:55])[CH:51]([CH3:53])[CH3:52])=[CH:43][C:42]=2[N+:60]([O-:62])=[O:61])[CH:27]=1)(=O)=O.CB(O)O.[O-]P([O-])([O-])=O.[K+].[K+].[K+]. The yield is 0.550. The catalyst is O1CCOCC1.[Ag]=O.C1C=CC(C#N)=CC=1.C1C=CC(C#N)=CC=1.Cl[Pd]Cl. The product is [Si:33]([O:32][CH2:31][C@@H:29]1[CH2:30][C:26]([CH3:1])=[CH:27][N:28]1[C:40]([C:41]1[CH:46]=[C:45]([O:47][CH3:48])[C:44]([O:49][Si:50]([CH:57]([CH3:58])[CH3:59])([CH:54]([CH3:56])[CH3:55])[CH:51]([CH3:53])[CH3:52])=[CH:43][C:42]=1[N+:60]([O-:62])=[O:61])=[O:63])([C:36]([CH3:38])([CH3:37])[CH3:39])([CH3:34])[CH3:35]. (4) The reactants are [CH3:1][N:2]([CH2:7][C:8]1[CH:13]=[CH:12][CH:11]=[C:10]([O:14][C:15]([F:18])([F:17])[F:16])[C:9]=1[O:19][CH2:20][CH2:21][CH3:22])[C:3](=[O:6])[CH:4]=[CH2:5].C(N(C(C)C)CC)(C)C.Br[C:33]1[CH:46]=[N:45][C:36]2[NH:37][C:38](=[O:44])[C:39]([CH3:43])([CH3:42])[NH:40][CH2:41][C:35]=2[CH:34]=1.CC1C=CC=CC=1P(C1C=CC=CC=1C)C1C=CC=CC=1C. The catalyst is C(#N)CC.CN(C=O)C.CC([O-])=O.CC([O-])=O.[Pd+2]. The product is [CH3:42][C:39]1([CH3:43])[C:38](=[O:44])[NH:37][C:36]2[N:45]=[CH:46][C:33](/[CH:5]=[CH:4]/[C:3]([N:2]([CH3:1])[CH2:7][C:8]3[CH:13]=[CH:12][CH:11]=[C:10]([O:14][C:15]([F:18])([F:16])[F:17])[C:9]=3[O:19][CH2:20][CH2:21][CH3:22])=[O:6])=[CH:34][C:35]=2[CH2:41][NH:40]1. The yield is 0.310. (5) The reactants are [NH2:1][C@H:2]([C:22]1[CH:27]=[CH:26][C:25]([Cl:28])=[CH:24][CH:23]=1)[C@@:3]([NH:12]S(=O)(=O)OCC(Cl)(Cl)Cl)([C:5]1[CH:6]=[N:7][C:8]([Cl:11])=[CH:9][CH:10]=1)[CH3:4]. The catalyst is Cl.CO. The product is [Cl:28][C:25]1[CH:24]=[CH:23][C:22]([C@@H:2]([NH2:1])[C@:3]([C:5]2[CH:6]=[N:7][C:8]([Cl:11])=[CH:9][CH:10]=2)([NH2:12])[CH3:4])=[CH:27][CH:26]=1. The yield is 0.690. (6) The reactants are [C:1](OC(=O)C)(=[O:3])[CH3:2].[CH:8]([O:11][C:12]([N:14]1[C:23]2[C:18](=[CH:19][CH:20]=[C:21]([CH3:24])[N:22]=2)[CH:17]([NH:25][CH2:26][C:27]2[CH:32]=[C:31]([C:33]([F:36])([F:35])[F:34])[CH:30]=[C:29]([C:37]([F:40])([F:39])[F:38])[CH:28]=2)[CH2:16][CH:15]1[CH2:41][CH3:42])=[O:13])([CH3:10])[CH3:9].N1C=CC=CC=1. The catalyst is ClCCl. The product is [CH:8]([O:11][C:12]([N:14]1[C:23]2[C:18](=[CH:19][CH:20]=[C:21]([CH3:24])[N:22]=2)[CH:17]([N:25]([C:1](=[O:3])[CH3:2])[CH2:26][C:27]2[CH:28]=[C:29]([C:37]([F:40])([F:39])[F:38])[CH:30]=[C:31]([C:33]([F:34])([F:35])[F:36])[CH:32]=2)[CH2:16][CH:15]1[CH2:41][CH3:42])=[O:13])([CH3:10])[CH3:9]. The yield is 0.660. (7) The reactants are [Cl:1][C:2]1[CH:7]=[CH:6][C:5]([C:8]2[CH:16]=[CH:15][CH:14]=[C:13]3[C:9]=2[CH2:10][C:11](=[O:17])[NH:12]3)=[CH:4][CH:3]=1.[CH3:18][C:19]1[C:23]([CH2:24][CH2:25][C:26]([N:28]2[CH2:33][CH2:32][N:31]([CH3:34])[CH2:30][CH2:29]2)=[O:27])=[C:22]([CH3:35])[NH:21][C:20]=1[CH:36]=O. The yield is 0.380. The product is [Cl:1][C:2]1[CH:3]=[CH:4][C:5]([C:8]2[CH:16]=[CH:15][CH:14]=[C:13]3[C:9]=2[C:10](=[CH:36][C:20]2[NH:21][C:22]([CH3:35])=[C:23]([CH2:24][CH2:25][C:26]([N:28]4[CH2:29][CH2:30][N:31]([CH3:34])[CH2:32][CH2:33]4)=[O:27])[C:19]=2[CH3:18])[C:11](=[O:17])[NH:12]3)=[CH:6][CH:7]=1. The catalyst is C(O)C.N1CCCCC1.